Task: Predict the product of the given reaction.. Dataset: Forward reaction prediction with 1.9M reactions from USPTO patents (1976-2016) The product is: [Br:1][C:2]1[CH:6]=[N:5][N:4]([CH3:7])[C:3]=1[NH:8][C:9]1[CH:14]=[CH:13][C:12]([C:21]2[CH:22]=[CH:23][CH:24]=[C:19]([C:16](=[O:18])[CH3:17])[CH:20]=2)=[CH:11][CH:10]=1. Given the reactants [Br:1][C:2]1[CH:6]=[N:5][N:4]([CH3:7])[C:3]=1[NH:8][C:9]1[CH:14]=[CH:13][C:12](I)=[CH:11][CH:10]=1.[C:16]([C:19]1[CH:24]=[CH:23][C:22](B(O)O)=[CH:21][CH:20]=1)(=[O:18])[CH3:17].C(=O)([O-])[O-].[Cs+].[Cs+].COCCOC, predict the reaction product.